The task is: Predict the reaction yield, written as a fraction of the theoretical maximum amount of product (1.0 means a 100% yield; for example, 0.34 means a 34% yield).. This data is from Reaction yield outcomes from USPTO patents with 853,638 reactions. (1) The product is [CH3:24][O:25][CH2:26][CH2:1][C:2]1[C:11]2[C:6](=[CH:7][CH:8]=[CH:9][CH:10]=2)[N:5]=[CH:4][C:3]=1[C:12]#[N:13]. The yield is 0.400. The reactants are [CH3:1][C:2]1[C:11]2[C:6](=[CH:7][CH:8]=[CH:9][CH:10]=2)[N:5]=[CH:4][C:3]=1[C:12]#[N:13].[Li+].C[Si]([N-][Si](C)(C)C)(C)C.[CH3:24][O:25][CH2:26]Cl.[Cl-].[NH4+]. The catalyst is C1COCC1.O. (2) The reactants are Cl.[NH2:2][C@H:3]1[CH2:8][CH2:7][CH2:6][N:5]([CH3:9])[C:4]1=[O:10].C(N(CC)CC)C.O=C1CCC(=O)N1[C:25]1[C:33]2[C:28](=[CH:29][C:30]([C:43]([O-])=[O:44])=[C:31]([O:34][C:35]3[CH:40]=[CH:39][C:38]([F:41])=[CH:37][C:36]=3[F:42])[CH:32]=2)[N:27]([CH2:46][CH:47]([CH3:49])[CH3:48])[N:26]=1. The catalyst is CN(C)C=O.C(OCC)(=O)C. The product is [F:42][C:36]1[CH:37]=[C:38]([F:41])[CH:39]=[CH:40][C:35]=1[O:34][C:31]1[CH:32]=[C:33]2[C:28](=[CH:29][C:30]=1[C:43]([NH:2][C@H:3]1[CH2:8][CH2:7][CH2:6][N:5]([CH3:9])[C:4]1=[O:10])=[O:44])[N:27]([CH2:46][CH:47]([CH3:49])[CH3:48])[N:26]=[CH:25]2. The yield is 0.600. (3) The reactants are [CH:1]1([N:5]2[CH2:10][CH2:9][CH:8]([O:11][C:12]3[CH:17]=[CH:16][C:15]([C:18]4([CH2:24][NH2:25])[CH2:23][CH2:22][O:21][CH2:20][CH2:19]4)=[CH:14][CH:13]=3)[CH2:7][CH2:6]2)[CH2:4][CH2:3][CH2:2]1.Br[C:27]1[CH:32]=[CH:31][CH:30]=[CH:29][N:28]=1. No catalyst specified. The product is [CH:1]1([N:5]2[CH2:10][CH2:9][CH:8]([O:11][C:12]3[CH:17]=[CH:16][C:15]([C:18]4([CH2:24][NH:25][C:27]5[CH:32]=[CH:31][CH:30]=[CH:29][N:28]=5)[CH2:19][CH2:20][O:21][CH2:22][CH2:23]4)=[CH:14][CH:13]=3)[CH2:7][CH2:6]2)[CH2:4][CH2:3][CH2:2]1. The yield is 0.310. (4) The yield is 0.911. The product is [CH2:8]=[CH:7][C:1]1[CH:6]=[CH:5][CH:4]=[CH:3][CH:2]=1.[CH2:1]=[CH2:2]. The reactants are [C:1]1([C:7]2C3C=C4C(CCC4)=CC=3C[CH:8]=2)[CH:6]=[CH:5][CH:4]=[CH:3][CH:2]=1.[Li][Li].[Si](C)(C)(Cl)Cl. The catalyst is C1COCC1. (5) The catalyst is C1COCC1. The product is [CH2:1]([C@H:8]1[CH2:12][O:11][C:10](=[O:13])[N:9]1[C:26](=[O:27])[CH2:25][CH2:24][CH:19]1[CH2:23][CH2:22][CH2:21][CH2:20]1)[C:2]1[CH:3]=[CH:4][CH:5]=[CH:6][CH:7]=1. The reactants are [CH2:1]([C@H:8]1[CH2:12][O:11][C:10](=[O:13])[NH:9]1)[C:2]1[CH:7]=[CH:6][CH:5]=[CH:4][CH:3]=1.[Li]CCCC.[CH:19]1([CH2:24][CH2:25][C:26](Cl)=[O:27])[CH2:23][CH2:22][CH2:21][CH2:20]1. The yield is 1.00. (6) The reactants are [Cl:1][C:2]1[CH:3]=[C:4]2[C:9](=[CH:10][CH:11]=1)[N:8]=[C:7]([O:12][CH3:13])[C:6]([NH:14][C:15](=[O:19])OCC)=[N:5]2.[Cl:20][C:21]1[CH:22]=[C:23]([N:27]2[CH2:32][CH2:31][NH:30][CH2:29][CH2:28]2)[CH:24]=[CH:25][CH:26]=1. No catalyst specified. The product is [Cl:1][C:2]1[CH:3]=[C:4]2[C:9](=[CH:10][CH:11]=1)[N:8]=[C:7]([O:12][CH3:13])[C:6]([NH:14][C:15]([N:30]1[CH2:29][CH2:28][N:27]([C:23]3[CH:24]=[CH:25][CH:26]=[C:21]([Cl:20])[CH:22]=3)[CH2:32][CH2:31]1)=[O:19])=[N:5]2. The yield is 0.850.